Dataset: Forward reaction prediction with 1.9M reactions from USPTO patents (1976-2016). Task: Predict the product of the given reaction. (1) Given the reactants [CH3:1][O:2][C:3](=[O:11])[C:4]1[CH:9]=[CH:8][C:7]([NH2:10])=[N:6][CH:5]=1.[F:12][C:13]1[CH:14]=[C:15]([CH:21]=O)[C:16]([O:19][CH3:20])=[N:17][CH:18]=1.FC(F)(F)C(O)=O.C([SiH](CC)CC)C, predict the reaction product. The product is: [CH3:1][O:2][C:3](=[O:11])[C:4]1[CH:9]=[CH:8][C:7]([NH:10][CH2:21][C:15]2[C:16]([O:19][CH3:20])=[N:17][CH:18]=[C:13]([F:12])[CH:14]=2)=[N:6][CH:5]=1. (2) Given the reactants Cl[C:2](=[O:11])[CH2:3][CH2:4][CH2:5][CH2:6][C:7]([O:9][CH3:10])=[O:8].[NH3:12], predict the reaction product. The product is: [NH2:12][C:2](=[O:11])[CH2:3][CH2:4][CH2:5][CH2:6][C:7]([O:9][CH3:10])=[O:8]. (3) Given the reactants [CH3:1][Si](C=[N+]=[N-])(C)C.[CH3:8][C:9]([O:12][C:13]([N:15]1[CH2:22][C@H:21]([OH:23])[CH2:20][C@@H:16]1[C:17]([OH:19])=[O:18])=[O:14])([CH3:11])[CH3:10].C1(C)C=CC=CC=1, predict the reaction product. The product is: [OH:23][C@H:21]1[CH2:22][N:15]([C:13]([O:12][C:9]([CH3:8])([CH3:10])[CH3:11])=[O:14])[C@@H:16]([C:17]([O:19][CH3:1])=[O:18])[CH2:20]1. (4) Given the reactants [C:1]([NH:24][CH2:25][CH2:26][C:27]([NH:29][C:30]1[S:31][C:32]2[CH2:38][C@H:37]([N:39]([CH2:47][CH2:48][CH3:49])C(=O)OC(C)(C)C)[CH2:36][CH2:35][C:33]=2[N:34]=1)=[O:28])(=[O:23])[CH2:2][CH2:3]/[CH:4]=[CH:5]\[CH2:6]/[CH:7]=[CH:8]\[CH2:9]/[CH:10]=[CH:11]\[CH2:12]/[CH:13]=[CH:14]\[CH2:15]/[CH:16]=[CH:17]\[CH2:18]/[CH:19]=[CH:20]\[CH2:21][CH3:22], predict the reaction product. The product is: [O:28]=[C:27]([NH:29][C:30]1[S:31][C:32]2[CH2:38][C@H:37]([NH:39][CH2:47][CH2:48][CH3:49])[CH2:36][CH2:35][C:33]=2[N:34]=1)[CH2:26][CH2:25][NH:24][C:1](=[O:23])[CH2:2][CH2:3]/[CH:4]=[CH:5]\[CH2:6]/[CH:7]=[CH:8]\[CH2:9]/[CH:10]=[CH:11]\[CH2:12]/[CH:13]=[CH:14]\[CH2:15]/[CH:16]=[CH:17]\[CH2:18]/[CH:19]=[CH:20]\[CH2:21][CH3:22]. (5) Given the reactants [C:1]([NH:4][C@H:5]1[C@@H:10]([N:11]2[CH2:15][CH2:14][C@H:13]([NH:16][C:17]([O:19][CH2:20][C:21]3[CH:26]=[CH:25][CH:24]=[CH:23][CH:22]=3)=[O:18])[C:12]2=[O:27])[CH2:9][CH2:8][C@@H:7]([NH:28]C(=O)OC(C)(C)C)[CH2:6]1)(=[O:3])[CH3:2].FC(F)(F)C(O)=O, predict the reaction product. The product is: [C:1]([NH:4][C@@H:5]1[CH2:6][C@H:7]([NH2:28])[CH2:8][CH2:9][C@@H:10]1[N:11]1[CH2:15][CH2:14][C@H:13]([NH:16][C:17](=[O:18])[O:19][CH2:20][C:21]2[CH:22]=[CH:23][CH:24]=[CH:25][CH:26]=2)[C:12]1=[O:27])(=[O:3])[CH3:2]. (6) Given the reactants [CH:1]1([S:4]([NH:7][C:8]([C@@:10]2([NH:15]C(=O)OC(C)(C)C)[CH2:12][C@H:11]2[CH:13]=[CH2:14])=[O:9])(=[O:6])=[O:5])[CH2:3][CH2:2]1.C([Cl:26])(=O)C, predict the reaction product. The product is: [ClH:26].[NH2:15][C@:10]1([C:8]([NH:7][S:4]([CH:1]2[CH2:3][CH2:2]2)(=[O:6])=[O:5])=[O:9])[CH2:12][C@H:11]1[CH:13]=[CH2:14].